Dataset: Reaction yield outcomes from USPTO patents with 853,638 reactions. Task: Predict the reaction yield, written as a fraction of the theoretical maximum amount of product (1.0 means a 100% yield; for example, 0.34 means a 34% yield). The reactants are [Cl:1][CH2:2][C:3]1[NH:4][C:5]2[CH:11]=[CH:10][CH:9]=[CH:8][C:6]=2[N:7]=1.C(N(CC)C(C)C)(C)C.[CH3:21][Si:22]([CH3:29])([CH3:28])[CH2:23][CH2:24][O:25][CH2:26]Cl. The catalyst is C1COCC1. The product is [Cl:1][CH2:2][C:3]1[N:4]([CH2:26][O:25][CH2:24][CH2:23][Si:22]([CH3:29])([CH3:28])[CH3:21])[C:5]2[CH:11]=[CH:10][CH:9]=[CH:8][C:6]=2[N:7]=1. The yield is 0.650.